This data is from Reaction yield outcomes from USPTO patents with 853,638 reactions. The task is: Predict the reaction yield, written as a fraction of the theoretical maximum amount of product (1.0 means a 100% yield; for example, 0.34 means a 34% yield). (1) The reactants are [O:1]=[C:2]1[C:10]2[C:5](=[CH:6][CH:7]=[CH:8][CH:9]=2)[C:4](=[O:11])[N:3]1[CH2:12][CH:13]=O.Cl.[C:16]([O:20][C:21](=[O:28])[C@H:22]([C:24]([CH3:27])([CH3:26])[CH3:25])[NH2:23])([CH3:19])([CH3:18])[CH3:17].C([BH3-])#N.[Na+].C(O)(=O)C. The catalyst is CO.C(Cl)(Cl)Cl.C(OCC)(=O)C. The product is [O:11]=[C:4]1[C:5]2[C:10](=[CH:9][CH:8]=[CH:7][CH:6]=2)[C:2](=[O:1])[N:3]1[CH2:12][CH2:13][NH:23][C@@H:22]([C:24]([CH3:27])([CH3:26])[CH3:25])[C:21]([O:20][C:16]([CH3:18])([CH3:17])[CH3:19])=[O:28]. The yield is 0.590. (2) The reactants are C1(N2CCN(CC3CCC4C(=CC=CC=4)N3)CC2)C2C(=CC=CC=2)C=CN=1.[CH3:28][O:29][C:30]1[CH:51]=[CH:50][CH:49]=[CH:48][C:31]=1[O:32][CH2:33][CH2:34][N:35]([CH3:47])[CH2:36][C:37]1[CH:46]=[CH:45][C:44]2[C:39](=[CH:40][CH:41]=[CH:42][CH:43]=2)[N:38]=1. No catalyst specified. The product is [CH3:28][O:29][C:30]1[CH:51]=[CH:50][CH:49]=[CH:48][C:31]=1[O:32][CH2:33][CH2:34][N:35]([CH3:47])[CH2:36][CH:37]1[CH2:46][CH2:45][C:44]2[C:39](=[CH:40][CH:41]=[CH:42][CH:43]=2)[NH:38]1. The yield is 0.670. (3) The reactants are [Br:1][C:2]1[CH:10]=[C:9]([CH3:11])[C:5]([C:6]([OH:8])=O)=[C:4]([O:12][CH3:13])[CH:3]=1.C(Cl)(=O)C(Cl)=O.C(N(CC)CC)C.[F:27][C:28]1[CH:35]=[CH:34][C:31]([CH2:32][NH2:33])=[CH:30][CH:29]=1. The catalyst is ClCCl.O.CN(C)C=O. The product is [Br:1][C:2]1[CH:10]=[C:9]([CH3:11])[C:5]([C:6]([NH:33][CH2:32][C:31]2[CH:34]=[CH:35][C:28]([F:27])=[CH:29][CH:30]=2)=[O:8])=[C:4]([O:12][CH3:13])[CH:3]=1. The yield is 0.940. (4) The reactants are [CH3:1][O:2][C:3](=[O:10])[C:4]([CH3:9])([CH3:8])[CH:5]([OH:7])[CH3:6].[C:11]1([CH3:21])[CH:16]=[CH:15][C:14]([S:17](Cl)(=[O:19])=[O:18])=[CH:13][CH:12]=1.Cl. The catalyst is N1C=CC=CC=1.C(OCC)(=O)C. The product is [CH3:1][O:2][C:3](=[O:10])[C:4]([CH3:9])([CH3:8])[CH:5]([O:7][S:17]([C:14]1[CH:15]=[CH:16][C:11]([CH3:21])=[CH:12][CH:13]=1)(=[O:19])=[O:18])[CH3:6]. The yield is 0.760. (5) The reactants are C(N(CC)CC)C.[Br:8][C:9]1[CH:10]=[C:11]([CH3:16])[C:12]([OH:15])=[N:13][CH:14]=1.[C:17]([Si:21]([CH3:24])([CH3:23])Cl)([CH3:20])([CH3:19])[CH3:18].O. The catalyst is C(Cl)Cl. The product is [Br:8][C:9]1[CH:10]=[C:11]([CH3:16])[C:12]([O:15][Si:21]([C:17]([CH3:20])([CH3:19])[CH3:18])([CH3:24])[CH3:23])=[N:13][CH:14]=1. The yield is 1.00. (6) The reactants are Cl[CH2:2][C:3]1[N:12]=[C:11]([N:13]([C:15]2[CH:20]=[CH:19][C:18]([O:21][CH:22]([CH3:24])[CH3:23])=[CH:17][CH:16]=2)[CH3:14])[C:10]2[C:5](=[CH:6][CH:7]=[C:8]([N+:25]([O-])=O)[CH:9]=2)[N:4]=1.ClC1C2C(=CC=C([N+]([O-])=O)C=2)N=C(CCl)[N:30]=1.C(OC1C=CC(NC)=CC=1)(C)C.C(Cl)Cl. The catalyst is CC(O)C.Cl. The product is [NH2:30][CH2:2][C:3]1[N:12]=[C:11]([N:13]([C:15]2[CH:20]=[CH:19][C:18]([O:21][CH:22]([CH3:24])[CH3:23])=[CH:17][CH:16]=2)[CH3:14])[C:10]2[C:5](=[CH:6][CH:7]=[C:8]([NH2:25])[CH:9]=2)[N:4]=1. The yield is 0.710.